Dataset: Catalyst prediction with 721,799 reactions and 888 catalyst types from USPTO. Task: Predict which catalyst facilitates the given reaction. (1) Reactant: C(Cl)(=O)C(Cl)=O.CS(C)=O.[CH3:11][C@@H:12]([CH2:15][N:16]1[CH2:21][CH2:20][N:19]([C:22]2[CH:27]=[CH:26][C:25]([C:28]([F:31])([F:30])[F:29])=[CH:24][CH:23]=2)[CH2:18][CH2:17]1)[CH2:13][OH:14].C(N(CC)CC)C. Product: [CH3:11][C@@H:12]([CH2:15][N:16]1[CH2:21][CH2:20][N:19]([C:22]2[CH:27]=[CH:26][C:25]([C:28]([F:30])([F:29])[F:31])=[CH:24][CH:23]=2)[CH2:18][CH2:17]1)[CH:13]=[O:14]. The catalyst class is: 46. (2) Reactant: [NH:1]1[CH2:6][CH2:5][CH:4]([N:7]2[C:16]3[C:11](=[CH:12][N:13]=[C:14]4[N:19]([CH2:20][O:21][CH2:22][CH2:23][Si:24]([CH3:27])([CH3:26])[CH3:25])[CH:18]=[CH:17][C:15]4=3)[C:10](=[O:28])[CH:9]=[CH:8]2)[CH2:3][CH2:2]1.[Cl:29][C:30]1[S:34][C:33]([CH:35]=O)=[CH:32][CH:31]=1.B.N1C=CC=CC=1C.C(O)(=O)C. Product: [Cl:29][C:30]1[S:34][C:33]([CH2:35][N:1]2[CH2:6][CH2:5][CH:4]([N:7]3[C:16]4[C:11](=[CH:12][N:13]=[C:14]5[N:19]([CH2:20][O:21][CH2:22][CH2:23][Si:24]([CH3:25])([CH3:27])[CH3:26])[CH:18]=[CH:17][C:15]5=4)[C:10](=[O:28])[CH:9]=[CH:8]3)[CH2:3][CH2:2]2)=[CH:32][CH:31]=1. The catalyst class is: 5. (3) Reactant: [Br:1][C:2]1[CH:3]=[CH:4][C:5]([F:17])=[C:6]([C@:8]([NH:12][C:13](=O)[CH2:14]Cl)([CH3:11])[CH2:9][OH:10])[CH:7]=1.COC1C=CC(P2(SP(C3C=CC(OC)=CC=3)(=S)S2)=[S:27])=CC=1. Product: [Br:1][C:2]1[CH:3]=[CH:4][C:5]([F:17])=[C:6]([C@@:8]2([CH3:11])[NH:12][C:13](=[S:27])[CH2:14][O:10][CH2:9]2)[CH:7]=1. The catalyst class is: 54. (4) Reactant: [NH2:1][C:2]1[C:3]([O:14][CH3:15])=[C:4]([CH2:12][OH:13])[CH:5]=[C:6]([C:8]([CH3:11])([CH3:10])[CH3:9])[CH:7]=1.N1C=CN=C1.[CH3:21][Si:22](Cl)([CH3:24])[CH3:23].C(=O)([O-])[O-].[K+].[K+]. Product: [C:8]([C:6]1[CH:5]=[C:4]([CH2:12][O:13][Si:22]([CH3:24])([CH3:23])[CH3:21])[C:3]([O:14][CH3:15])=[C:2]([NH2:1])[CH:7]=1)([CH3:11])([CH3:9])[CH3:10]. The catalyst class is: 54. (5) Reactant: Br[C:2]1[CH:11]=[N:10][CH:9]=[C:8]2[C:3]=1[CH:4]=[C:5]([C:12]([NH2:14])=[O:13])[CH:6]=[N:7]2.[Cl:15][C:16]1[N:21]=[CH:20][C:19](B(O)O)=[CH:18][CH:17]=1.C(=O)([O-])[O-].[Cs+].[Cs+]. Product: [Cl:15][C:16]1[N:21]=[CH:20][C:19]([C:2]2[CH:11]=[N:10][CH:9]=[C:8]3[C:3]=2[CH:4]=[C:5]([C:12]([NH2:14])=[O:13])[CH:6]=[N:7]3)=[CH:18][CH:17]=1. The catalyst class is: 688. (6) Reactant: [CH3:1][C:2]([N:6]1[CH2:11][CH2:10][CH:9]([S:12]([C:14]2[CH:15]=[CH:16][C:17]3[O:23][CH2:22][CH2:21][N:20]4[CH:24]=[C:25]([C:27]5[CH:32]=[CH:31][CH:30]=[CH:29][N:28]=5)[N:26]=[C:19]4[C:18]=3[CH:33]=2)=[O:13])[CH2:8][CH2:7]1)([CH3:5])[CH2:3][OH:4].C(O)(C(F)(F)F)=[O:35].C1C=C(Cl)C=C(C(OO)=O)C=1. Product: [CH3:5][C:2]([N:6]1[CH2:7][CH2:8][CH:9]([S:12]([C:14]2[CH:15]=[CH:16][C:17]3[O:23][CH2:22][CH2:21][N:20]4[CH:24]=[C:25]([C:27]5[CH:32]=[CH:31][CH:30]=[CH:29][N:28]=5)[N:26]=[C:19]4[C:18]=3[CH:33]=2)(=[O:35])=[O:13])[CH2:10][CH2:11]1)([CH3:1])[CH2:3][OH:4]. The catalyst class is: 2. (7) Reactant: [C:1]([C:4]1[C:22](=[O:23])[C@@:8]2([CH3:24])[C:9]3[C:15]([OH:16])=[CH:14][C:13]([O:17][CH3:18])=[C:12]([C:19]([NH2:21])=[O:20])[C:10]=3[O:11][C:7]2=[CH:6][C:5]=1[OH:25])(=[O:3])[CH3:2].[CH:26]1([C:29]([C:31]2[CH:32]=[C:33]([CH:41]=O)[C:34]3[C:39]([CH:40]=2)=[CH:38][CH:37]=[CH:36][CH:35]=3)=[O:30])[CH2:28][CH2:27]1.C([SiH](CC)CC)C.FC(F)(F)C(O)=O. Product: [C:1]([C:4]1[C:22](=[O:23])[C@@:8]2([CH3:24])[C:9]3[C:15]([OH:16])=[CH:14][C:13]([O:17][CH3:18])=[C:12]([C:19]([NH:21][CH2:41][C:33]4[C:34]5[C:39](=[CH:38][CH:37]=[CH:36][CH:35]=5)[CH:40]=[C:31]([C:29]([CH:26]5[CH2:28][CH2:27]5)=[O:30])[CH:32]=4)=[O:20])[C:10]=3[O:11][C:7]2=[CH:6][C:5]=1[OH:25])(=[O:3])[CH3:2]. The catalyst class is: 10. (8) Reactant: [F:1][C:2]1[CH:24]=[CH:23][C:5]([C:6](/[C:8](=[CH:11]/[C:12]2[CH:13]=[C:14]3[C:18](=[CH:19][C:20]=2[F:21])[NH:17][N:16]=[C:15]3[CH3:22])/[C:9]#[N:10])=O)=[CH:4][CH:3]=1.[NH2:25][C:26]([CH:30]([F:32])[F:31])=[CH:27][C:28]#[N:29].C(O)(=O)C. Product: [F:31][CH:30]([F:32])[C:26]1[NH:25][C:6]([C:5]2[CH:23]=[CH:24][C:2]([F:1])=[CH:3][CH:4]=2)=[C:8]([C:9]#[N:10])[CH:11]([C:12]2[CH:13]=[C:14]3[C:18](=[CH:19][C:20]=2[F:21])[NH:17][N:16]=[C:15]3[CH3:22])[C:27]=1[C:28]#[N:29]. The catalyst class is: 41.